This data is from Peptide-MHC class I binding affinity with 185,985 pairs from IEDB/IMGT. The task is: Regression. Given a peptide amino acid sequence and an MHC pseudo amino acid sequence, predict their binding affinity value. This is MHC class I binding data. (1) The peptide sequence is GDHQAAMQII. The MHC is Mamu-A11 with pseudo-sequence Mamu-A11. The binding affinity (normalized) is 0.456. (2) The peptide sequence is ILAKFLHWL. The MHC is BoLA-T2C with pseudo-sequence BoLA-T2C. The binding affinity (normalized) is 0.872. (3) The MHC is H-2-Kb with pseudo-sequence H-2-Kb. The peptide sequence is ATEGFLEKI. The binding affinity (normalized) is 0. (4) The peptide sequence is SLPKTSGHY. The MHC is HLA-A03:01 with pseudo-sequence HLA-A03:01. The binding affinity (normalized) is 0. (5) The peptide sequence is QMDSMEALEY. The MHC is HLA-A33:01 with pseudo-sequence HLA-A33:01. The binding affinity (normalized) is 0. (6) The peptide sequence is CVFKFIVAK. The MHC is HLA-A30:01 with pseudo-sequence HLA-A30:01. The binding affinity (normalized) is 0.494.